Dataset: Peptide-MHC class II binding affinity with 134,281 pairs from IEDB. Task: Regression. Given a peptide amino acid sequence and an MHC pseudo amino acid sequence, predict their binding affinity value. This is MHC class II binding data. The peptide sequence is ASMVNGVIKILTYPW. The MHC is HLA-DQA10201-DQB10402 with pseudo-sequence HLA-DQA10201-DQB10402. The binding affinity (normalized) is 0.425.